This data is from Forward reaction prediction with 1.9M reactions from USPTO patents (1976-2016). The task is: Predict the product of the given reaction. (1) Given the reactants F[C:2]1[C:7]([N+:8]([O-:10])=[O:9])=[CH:6][CH:5]=[CH:4][N:3]=1.[F:11][CH:12]([F:15])[CH2:13][OH:14], predict the reaction product. The product is: [F:11][CH:12]([F:15])[CH2:13][O:14][C:2]1[C:7]([N+:8]([O-:10])=[O:9])=[CH:6][CH:5]=[CH:4][N:3]=1. (2) Given the reactants [Br:1][C:2]1[CH:7]=[C:6]2[N:8]=[CH:9][C:10]3([CH2:15][CH2:14][S:13][CH2:12][CH2:11]3)[C:5]2=[CH:4][CH:3]=1.[Br:16][C:17]1[CH:22]=[CH:21][CH:20]=[C:19]2[N:23]=[CH:24][C:25]3([CH2:30][CH2:29][S:28][CH2:27][CH2:26]3)[C:18]=12.COCCO[AlH2-]OCCOC.[Na+], predict the reaction product. The product is: [Br:1][C:2]1[CH:7]=[C:6]2[NH:8][CH2:9][C:10]3([CH2:15][CH2:14][S:13][CH2:12][CH2:11]3)[C:5]2=[CH:4][CH:3]=1.[Br:16][C:17]1[CH:22]=[CH:21][CH:20]=[C:19]2[NH:23][CH2:24][C:25]3([CH2:30][CH2:29][S:28][CH2:27][CH2:26]3)[C:18]=12. (3) Given the reactants C[O:2][C:3]([C:5]1[NH:6][CH:7]=[C:8]([F:10])[CH:9]=1)=[O:4].[OH-].[Na+], predict the reaction product. The product is: [F:10][C:8]1[CH:9]=[C:5]([C:3]([OH:4])=[O:2])[NH:6][CH:7]=1. (4) Given the reactants O[CH:2]1[CH2:18][C:17]2[C:5]([CH3:24])([CH:6]3[CH:14]([CH2:15][CH:16]=2)[CH:13]2[C:9]([CH3:22])([CH:10]([C:19](=[O:21])[CH3:20])[CH2:11][CH2:12]2)[CH2:8][CH:7]3[OH:23])[CH2:4][CH2:3]1.CCN(S(F)(F)[F:31])CC, predict the reaction product. The product is: [F:31][C@H:2]1[CH2:18][C:17]2[C@@:5]([CH3:24])([C@@H:6]3[C@@H:14]([CH2:15][CH:16]=2)[C@H:13]2[C@@:9]([CH3:22])([C@@H:10]([C:19](=[O:21])[CH3:20])[CH2:11][CH2:12]2)[CH2:8][C@@H:7]3[OH:23])[CH2:4][CH2:3]1. (5) Given the reactants N[C:2]1([CH3:25])[CH2:7][CH2:6][CH:5]([O:8][C:9]2[C:20]3[C:19]4[C@@H:18]([CH2:21][C:22]([NH2:24])=[O:23])[CH2:17][CH2:16][C:15]=4[S:14][C:13]=3[N:12]=[CH:11][N:10]=2)[CH2:4][CH2:3]1.[CH2:26]=O.[BH3-][C:29]#[N:30].[Na+], predict the reaction product. The product is: [CH3:26][N:30]([CH3:29])[C:2]1([CH3:25])[CH2:7][CH2:6][CH:5]([O:8][C:9]2[C:20]3[C:19]4[C@@H:18]([CH2:21][C:22]([NH2:24])=[O:23])[CH2:17][CH2:16][C:15]=4[S:14][C:13]=3[N:12]=[CH:11][N:10]=2)[CH2:4][CH2:3]1. (6) Given the reactants [F:1][C:2]1[CH:35]=[CH:34][C:5]([CH2:6][N:7]2[C:19]3[C:18]([O:20][CH3:21])=[CH:17][CH:16]=[C:15]([C:22]([O:24]C4C=CC([N+]([O-])=O)=CC=4)=O)[C:14]=3[C:13]3[C:8]2=[CH:9][CH:10]=[CH:11][CH:12]=3)=[CH:4][CH:3]=1.[Cl:36][C:37]1[CH:38]=[N:39][CH:40]=[C:41]([Cl:44])[C:42]=1[NH2:43].[H-].[Na+].Cl, predict the reaction product. The product is: [Cl:36][C:37]1[CH:38]=[N:39][CH:40]=[C:41]([Cl:44])[C:42]=1[NH:43][C:22]([C:15]1[C:14]2[C:13]3[C:8](=[CH:9][CH:10]=[CH:11][CH:12]=3)[N:7]([CH2:6][C:5]3[CH:34]=[CH:35][C:2]([F:1])=[CH:3][CH:4]=3)[C:19]=2[C:18]([O:20][CH3:21])=[CH:17][CH:16]=1)=[O:24]. (7) Given the reactants C[O-].[Na+].[CH:4]([C:7]1[CH:12]=[CH:11][C:10](/[CH:13]=[CH:14]/[CH:15]=O)=[CH:9][CH:8]=1)([CH3:6])[CH3:5].[N:17]([CH2:20][C:21]([O:23][CH2:24]C)=[O:22])=[N+:18]=[N-:19], predict the reaction product. The product is: [N:17](/[C:20](=[CH:15]\[CH:14]=[CH:13]\[C:10]1[CH:9]=[CH:8][C:7]([CH:4]([CH3:5])[CH3:6])=[CH:12][CH:11]=1)/[C:21]([O:23][CH3:24])=[O:22])=[N+:18]=[N-:19].